This data is from Full USPTO retrosynthesis dataset with 1.9M reactions from patents (1976-2016). The task is: Predict the reactants needed to synthesize the given product. (1) Given the product [O:7]=[C:5]([N:18]1[CH2:19][CH2:20][CH2:16][CH2:17]1)/[CH:4]=[CH:3]\[C:2]([NH:8][C:9]1[CH:10]=[C:11]([CH3:15])[CH:12]=[CH:13][CH:14]=1)=[O:1], predict the reactants needed to synthesize it. The reactants are: [O:1]=[C:2]([NH:8][C:9]1[CH:10]=[C:11]([CH3:15])[CH:12]=[CH:13][CH:14]=1)/[CH:3]=[CH:4]\[C:5]([OH:7])=O.[CH3:16][CH2:17][N:18](CC)[CH2:19][CH3:20].ClC(OC)=O.N1CCCC1. (2) Given the product [F:1][C:2]1[C:14]([F:15])=[CH:13][C:5]2[NH:6][C:7]([C:9]([N:19]([CH2:18][CH:17]([CH3:41])[CH3:16])[C@H:20]3[CH2:25][C@@H:24]([C:26]([N:28]4[CH2:33][CH2:32][O:31][CH2:30][CH2:29]4)=[O:27])[CH2:23][N:22]([C:34]([O:36][C:37]([CH3:39])([CH3:38])[CH3:40])=[O:35])[CH2:21]3)=[O:43])=[N:8][C:4]=2[CH:3]=1, predict the reactants needed to synthesize it. The reactants are: [F:1][C:2]1[C:14]([F:15])=[CH:13][C:5]2[NH:6][C:7]([C:9](Cl)(Cl)Cl)=[N:8][C:4]=2[CH:3]=1.[CH3:16][CH:17]([CH3:41])[CH2:18][NH:19][C@H:20]1[CH2:25][C@@H:24]([C:26]([N:28]2[CH2:33][CH2:32][O:31][CH2:30][CH2:29]2)=[O:27])[CH2:23][N:22]([C:34]([O:36][C:37]([CH3:40])([CH3:39])[CH3:38])=[O:35])[CH2:21]1.C(=O)([O-])[OH:43].[Na+].O. (3) The reactants are: [CH2:1]([N:8]1[C:13](=[O:14])[CH2:12][NH:11][C:10]2[N:15]=[CH:16][C:17](I)=[CH:18][C:9]1=2)[C:2]1[CH:7]=[CH:6][CH:5]=[CH:4][CH:3]=1.[N:20]1[CH:25]=[CH:24][CH:23]=[C:22](B(O)O)[CH:21]=1. Given the product [CH2:1]([N:8]1[C:13](=[O:14])[CH2:12][NH:11][C:10]2[N:15]=[CH:16][C:17]([C:22]3[CH:21]=[N:20][CH:25]=[CH:24][CH:23]=3)=[CH:18][C:9]1=2)[C:2]1[CH:7]=[CH:6][CH:5]=[CH:4][CH:3]=1, predict the reactants needed to synthesize it. (4) The reactants are: Cl[CH2:2][CH2:3][CH2:4][O:5][C:6]1[CH:18]=[CH:17][C:9]([CH2:10][N:11]2[CH2:16][CH2:15][CH2:14][CH2:13][CH2:12]2)=[CH:8][CH:7]=1.[NH:19]1[CH2:24][CH2:23][CH2:22][CH2:21][CH2:20]1.C(=O)([O-])[O-].[Na+].[Na+].[I-].[K+]. Given the product [NH3:11].[CH3:4][OH:5].[N:11]1([CH2:10][C:9]2[CH:17]=[CH:18][C:6]([O:5][CH2:4][CH2:3][CH2:2][N:19]3[CH2:24][CH2:23][CH2:22][CH2:21][CH2:20]3)=[CH:7][CH:8]=2)[CH2:16][CH2:15][CH2:14][CH2:13][CH2:12]1, predict the reactants needed to synthesize it. (5) Given the product [CH2:25]([C:20]1[CH:21]=[C:22]([CH2:23][CH3:24])[C:17]([S:1][CH2:54][C:53]([F:57])([F:56])[F:52])=[CH:18][C:19]=1[NH:27][C:28](=[O:30])[CH3:29])[CH3:26], predict the reactants needed to synthesize it. The reactants are: [S:1]([C:17]1[CH:18]=[C:19]([NH:27][C:28](=[O:30])[CH3:29])[C:20]([CH2:25][CH3:26])=[CH:21][C:22]=1[CH2:23][CH3:24])[S:1][C:17]1[CH:18]=[C:19]([NH:27][C:28](=[O:30])[CH3:29])[C:20]([CH2:25][CH3:26])=[CH:21][C:22]=1[CH2:23][CH3:24].S(S([O-])=O)([O-])=O.[Na+].[Na+].C(=O)([O-])[O-].[K+].[K+].P([O-])([O-])(O)=O.[Na+].[Na+].[F:52][C:53]([F:57])([F:56])[CH2:54]I.